Dataset: Catalyst prediction with 721,799 reactions and 888 catalyst types from USPTO. Task: Predict which catalyst facilitates the given reaction. (1) Reactant: [F:1][C:2]1[CH:3]=[C:4]([C@@H:9]2[CH2:13][N:12]([CH2:14][CH2:15][O:16][CH3:17])[CH2:11][C@H:10]2[NH:18][C:19]([NH:21][C:22]2[N:26]([C:27]3[CH:32]=[CH:31][CH:30]=[CH:29][CH:28]=3)[N:25]=[C:24]([C:33]3[CH:34]=[N:35][N:36]([CH2:38][CH2:39][O:40][CH3:41])[CH:37]=3)[CH:23]=2)=[O:20])[CH:5]=[CH:6][C:7]=1[F:8].[Cl:42]N1C(=O)CCC1=O.CC1C=CC(S([O-])(=O)=O)=CC=1.[NH+]1C=CC=CC=1. The catalyst class is: 2. Product: [Cl:42][C:23]1[C:24]([C:33]2[CH:34]=[N:35][N:36]([CH2:38][CH2:39][O:40][CH3:41])[CH:37]=2)=[N:25][N:26]([C:27]2[CH:32]=[CH:31][CH:30]=[CH:29][CH:28]=2)[C:22]=1[NH:21][C:19]([NH:18][C@H:10]1[C@H:9]([C:4]2[CH:5]=[CH:6][C:7]([F:8])=[C:2]([F:1])[CH:3]=2)[CH2:13][N:12]([CH2:14][CH2:15][O:16][CH3:17])[CH2:11]1)=[O:20]. (2) Reactant: C(N(CC)CC)C.[CH:8]([C:10]1[C:18]2[C:13](=[CH:14][CH:15]=[CH:16][CH:17]=2)[N:12](C(OC(C)(C)C)=O)[CH:11]=1)=[O:9].[CH:26](=[N:33][C:34]1[CH:35]=[N:36][CH:37]=[C:38]([CH2:40][CH3:41])[CH:39]=1)[C:27]1[CH:32]=[CH:31][CH:30]=[CH:29][CH:28]=1. Product: [CH2:40]([C:38]1[CH:39]=[C:34]([NH:33][CH:26]([C:27]2[CH:32]=[CH:31][CH:30]=[CH:29][CH:28]=2)[C:8]([C:10]2[C:18]3[C:13](=[CH:14][CH:15]=[CH:16][CH:17]=3)[NH:12][CH:11]=2)=[O:9])[CH:35]=[N:36][CH:37]=1)[CH3:41]. The catalyst class is: 433.